This data is from Full USPTO retrosynthesis dataset with 1.9M reactions from patents (1976-2016). The task is: Predict the reactants needed to synthesize the given product. Given the product [NH2:1][C:2]1[N:11]=[CH:10][C:9]2[C:8]([NH:19][C:18]3[CH:20]=[CH:21][CH:22]=[CH:23][C:17]=3[N+:14]([O-:16])=[O:15])=[N:7][CH:6]=[N:5][C:4]=2[CH:3]=1, predict the reactants needed to synthesize it. The reactants are: [NH2:1][C:2]1[N:11]=[CH:10][C:9]2[C:8](SC)=[N:7][CH:6]=[N:5][C:4]=2[CH:3]=1.[N+:14]([C:17]1[CH:23]=[CH:22][CH:21]=[CH:20][C:18]=1[NH2:19])([O-:16])=[O:15].Cl.C([O-])(O)=O.[Na+].